Predict the reactants needed to synthesize the given product. From a dataset of Full USPTO retrosynthesis dataset with 1.9M reactions from patents (1976-2016). (1) Given the product [CH3:1][O:2][N:3]=[C:13]1[C:14]2[C:9](=[CH:8][C:7]([O:6][CH3:5])=[CH:16][CH:15]=2)[CH2:10][CH2:11][CH2:12]1, predict the reactants needed to synthesize it. The reactants are: [CH3:1][O:2][NH2:3].Cl.[CH3:5][O:6][C:7]1[CH:8]=[C:9]2[C:14](=[CH:15][CH:16]=1)[C:13](=O)[CH2:12][CH2:11][CH2:10]2. (2) Given the product [F:15][C:16]1[CH:21]=[C:20]([C:2]2[CH:3]=[CH:4][C:5]([C:8]([O:10][C:11]([CH3:14])([CH3:13])[CH3:12])=[O:9])=[N:6][CH:7]=2)[CH:19]=[CH:18][CH:17]=1, predict the reactants needed to synthesize it. The reactants are: Br[C:2]1[CH:3]=[CH:4][C:5]([C:8]([O:10][C:11]([CH3:14])([CH3:13])[CH3:12])=[O:9])=[N:6][CH:7]=1.[F:15][C:16]1[CH:17]=[C:18](B(O)O)[CH:19]=[CH:20][CH:21]=1.C1(C)C=CC=CC=1.C([O-])([O-])=O.[Na+].[Na+].